Dataset: Catalyst prediction with 721,799 reactions and 888 catalyst types from USPTO. Task: Predict which catalyst facilitates the given reaction. (1) Reactant: Cl[C:2]1[C:3]([F:18])=[CH:4][C:5]2[C:14]3[C:9](=[CH:10][N:11]=[CH:12][CH:13]=3)[C:8](=[O:15])[N:7]([CH3:16])[C:6]=2[CH:17]=1.[OH:19][CH2:20][C@@H:21]([NH:26][C:27](=[O:33])[O:28][C:29]([CH3:32])([CH3:31])[CH3:30])[CH2:22][CH:23]([CH3:25])[CH3:24].C(=O)([O-])[O-].[Cs+].[Cs+]. Product: [F:18][C:3]1[C:2]([O:19][CH2:20][C@@H:21]([NH:26][C:27](=[O:33])[O:28][C:29]([CH3:30])([CH3:32])[CH3:31])[CH2:22][CH:23]([CH3:25])[CH3:24])=[CH:17][C:6]2[N:7]([CH3:16])[C:8](=[O:15])[C:9]3[C:14]([C:5]=2[CH:4]=1)=[CH:13][CH:12]=[N:11][CH:10]=3. The catalyst class is: 164. (2) Reactant: [C:1]([CH2:3][C:4]([C:6]1[CH:11]=[C:10]([CH3:12])[CH:9]=[CH:8][C:7]=1[CH3:13])=[O:5])#[N:2].[C:14](=S)=[S:15].[H-].[Na+].CI.[CH3:21][S:22]([CH3:24])=O. Product: [CH3:21][S:22][C:24]([S:15][CH3:14])=[C:3]([C:4](=[O:5])[C:6]1[CH:11]=[C:10]([CH3:12])[CH:9]=[CH:8][C:7]=1[CH3:13])[C:1]#[N:2]. The catalyst class is: 6. (3) Reactant: [C:1]([C:3]1[CH:8]=[CH:7][C:6]([C:9]2[N:13]3[N:14]=[C:15]([C:18]4[CH:26]=[CH:25][C:21]([C:22](O)=[O:23])=[CH:20][CH:19]=4)[CH:16]=[CH:17][C:12]3=[N:11][CH:10]=2)=[CH:5][CH:4]=1)#[N:2].CN(C(ON1N=NC2C=CC=NC1=2)=[N+](C)C)C.F[P-](F)(F)(F)(F)F.CN1CCOCC1.[O:58]=[C:59]1[CH2:64][NH:63][CH2:62][CH2:61][NH:60]1. Product: [O:58]=[C:59]1[NH:60][CH2:61][CH2:62][N:63]([C:22]([C:21]2[CH:20]=[CH:19][C:18]([C:15]3[CH:16]=[CH:17][C:12]4[N:13]([C:9]([C:6]5[CH:7]=[CH:8][C:3]([C:1]#[N:2])=[CH:4][CH:5]=5)=[CH:10][N:11]=4)[N:14]=3)=[CH:26][CH:25]=2)=[O:23])[CH2:64]1. The catalyst class is: 18.